This data is from Reaction yield outcomes from USPTO patents with 853,638 reactions. The task is: Predict the reaction yield, written as a fraction of the theoretical maximum amount of product (1.0 means a 100% yield; for example, 0.34 means a 34% yield). (1) The reactants are Br[C:2]1[CH:3]=[C:4]2[C:10]([C:11]3[CH:16]=[CH:15][CH:14]=[CH:13][C:12]=3[O:17][CH3:18])=[N:9][N:8](COCC[Si](C)(C)C)[C:5]2=[N:6][CH:7]=1.[C:27]([C:30]1[CH:31]=[C:32](B(O)O)[CH:33]=[CH:34][CH:35]=1)([OH:29])=[O:28].ClCCl. The catalyst is C(#N)C.C([O-])(O)=O.[Na+].C1C=CC(P(C2C=CC=CC=2)[C-]2C=CC=C2)=CC=1.C1C=CC(P(C2C=CC=CC=2)[C-]2C=CC=C2)=CC=1.Cl[Pd]Cl.[Fe+2]. The product is [CH3:18][O:17][C:12]1[CH:13]=[CH:14][CH:15]=[CH:16][C:11]=1[C:10]1[C:4]2[C:5](=[N:6][CH:7]=[C:2]([C:34]3[CH:35]=[C:30]([CH:31]=[CH:32][CH:33]=3)[C:27]([OH:29])=[O:28])[CH:3]=2)[NH:8][N:9]=1. The yield is 0.620. (2) The reactants are C([N:9]1[CH2:22][CH2:21][C:20]2[C:19]3[C:18]([C:23]4[CH:28]=[CH:27][CH:26]=[CH:25][C:24]=4[O:29][CH:30]4[CH2:34][CH2:33][CH2:32][CH2:31]4)=[CH:17][CH:16]=[CH:15][C:14]=3[NH:13][C:12]=2[CH2:11][CH2:10]1)(=O)C1C=CC=CC=1.[OH-].[K+].C(O)CO.[NH4+].[OH-]. The catalyst is O.CO.C(Cl)(Cl)Cl. The product is [CH:30]1([O:29][C:24]2[CH:25]=[CH:26][CH:27]=[CH:28][C:23]=2[C:18]2[C:19]3[C:20]4[CH2:21][CH2:22][NH:9][CH2:10][CH2:11][C:12]=4[NH:13][C:14]=3[CH:15]=[CH:16][CH:17]=2)[CH2:34][CH2:33][CH2:32][CH2:31]1. The yield is 0.740.